From a dataset of Full USPTO retrosynthesis dataset with 1.9M reactions from patents (1976-2016). Predict the reactants needed to synthesize the given product. Given the product [C:1]([C:5]1[CH:12]=[CH:11][C:8]([CH2:9][N:16]([CH2:15][CH2:13][OH:14])[C:28]([C:26]2[CH:25]=[CH:24][CH:23]=[C:22]3[C:27]=2[NH:19][CH:20]=[CH:21]3)=[O:29])=[CH:7][CH:6]=1)([CH3:4])([CH3:3])[CH3:2], predict the reactants needed to synthesize it. The reactants are: [C:1]([C:5]1[CH:12]=[CH:11][C:8]([CH:9]=O)=[CH:7][CH:6]=1)([CH3:4])([CH3:3])[CH3:2].[CH2:13]([CH2:15][NH2:16])[OH:14].[BH4-].[Na+].[NH:19]1[C:27]2[C:22](=[CH:23][CH:24]=[CH:25][C:26]=2[C:28](O)=[O:29])[CH:21]=[CH:20]1.CCN=C=NCCCN(C)C.Cl.